From a dataset of NCI-60 drug combinations with 297,098 pairs across 59 cell lines. Regression. Given two drug SMILES strings and cell line genomic features, predict the synergy score measuring deviation from expected non-interaction effect. (1) Drug 1: CC1C(C(CC(O1)OC2CC(CC3=C2C(=C4C(=C3O)C(=O)C5=C(C4=O)C(=CC=C5)OC)O)(C(=O)CO)O)N)O.Cl. Drug 2: C1CN(P(=O)(OC1)NCCCl)CCCl. Cell line: MALME-3M. Synergy scores: CSS=-2.93, Synergy_ZIP=5.04, Synergy_Bliss=7.42, Synergy_Loewe=0.680, Synergy_HSA=0.680. (2) Drug 1: C1CNP(=O)(OC1)N(CCCl)CCCl. Drug 2: C1CN(P(=O)(OC1)NCCCl)CCCl. Cell line: NCI-H226. Synergy scores: CSS=-3.85, Synergy_ZIP=6.23, Synergy_Bliss=5.55, Synergy_Loewe=-0.595, Synergy_HSA=-2.29. (3) Drug 1: C1CN1C2=NC(=NC(=N2)N3CC3)N4CC4. Drug 2: CC1CCCC2(C(O2)CC(NC(=O)CC(C(C(=O)C(C1O)C)(C)C)O)C(=CC3=CSC(=N3)C)C)C. Cell line: SK-OV-3. Synergy scores: CSS=53.2, Synergy_ZIP=2.94, Synergy_Bliss=3.74, Synergy_Loewe=-6.37, Synergy_HSA=6.65. (4) Drug 1: C1=CC(=CC=C1C#N)C(C2=CC=C(C=C2)C#N)N3C=NC=N3. Drug 2: C1CC(C1)(C(=O)O)C(=O)O.[NH2-].[NH2-].[Pt+2]. Cell line: TK-10. Synergy scores: CSS=4.21, Synergy_ZIP=-2.41, Synergy_Bliss=-0.0360, Synergy_Loewe=-1.67, Synergy_HSA=-0.869. (5) Drug 1: CC1C(C(CC(O1)OC2CC(CC3=C2C(=C4C(=C3O)C(=O)C5=C(C4=O)C(=CC=C5)OC)O)(C(=O)C)O)N)O.Cl. Drug 2: CC1=CC2C(CCC3(C2CCC3(C(=O)C)OC(=O)C)C)C4(C1=CC(=O)CC4)C. Cell line: UACC-257. Synergy scores: CSS=8.51, Synergy_ZIP=4.59, Synergy_Bliss=12.1, Synergy_Loewe=1.20, Synergy_HSA=8.90. (6) Drug 1: CC1C(C(CC(O1)OC2CC(CC3=C2C(=C4C(=C3O)C(=O)C5=C(C4=O)C(=CC=C5)OC)O)(C(=O)CO)O)N)O.Cl. Drug 2: C1=NC2=C(N1)C(=S)N=C(N2)N. Cell line: BT-549. Synergy scores: CSS=38.5, Synergy_ZIP=-3.73, Synergy_Bliss=-3.19, Synergy_Loewe=-2.91, Synergy_HSA=-0.339. (7) Drug 1: CC12CCC3C(C1CCC2=O)CC(=C)C4=CC(=O)C=CC34C. Drug 2: C(=O)(N)NO. Cell line: MOLT-4. Synergy scores: CSS=51.3, Synergy_ZIP=-1.30, Synergy_Bliss=-6.55, Synergy_Loewe=-9.36, Synergy_HSA=-8.22.